Dataset: Reaction yield outcomes from USPTO patents with 853,638 reactions. Task: Predict the reaction yield, written as a fraction of the theoretical maximum amount of product (1.0 means a 100% yield; for example, 0.34 means a 34% yield). (1) The reactants are [CH:1]1([CH2:6][CH:7]([C:11]2[CH:16]=[CH:15][C:14]([N:17]3[C:21]([CH3:22])=[N:20][N:19]=[N:18]3)=[C:13]([C:23]([F:26])([F:25])[F:24])[CH:12]=2)[C:8]([OH:10])=O)[CH2:5][CH2:4][CH2:3][CH2:2]1.C(Cl)(=O)C(Cl)=O.[CH3:33][NH:34][C:35]([NH2:37])=[O:36].N1C=CC=CC=1.Cl. The catalyst is FC1C=CC=CC=1.CN(C)C=O.C(OCC)(=O)C. The product is [CH:1]1([CH2:6][CH:7]([C:11]2[CH:16]=[CH:15][C:14]([N:17]3[C:21]([CH3:22])=[N:20][N:19]=[N:18]3)=[C:13]([C:23]([F:26])([F:25])[F:24])[CH:12]=2)[C:8]([NH:37][C:35]([NH:34][CH3:33])=[O:36])=[O:10])[CH2:5][CH2:4][CH2:3][CH2:2]1. The yield is 0.800. (2) The reactants are [F:1][C:2]1[CH:7]=[CH:6][C:5]([N:8]2[C:11](=[O:12])[C@H:10]([S:13][CH2:14][C:15](=[O:27])[C:16]3[CH:21]=[CH:20][C:19]([CH2:22][CH2:23][CH2:24][CH2:25][CH3:26])=[CH:18][CH:17]=3)[C@H:9]2[C:28]2[CH:38]=[CH:37][C:31]([O:32][CH2:33][C:34](O)=[O:35])=[CH:30][CH:29]=2)=[CH:4][CH:3]=1.CN1CCOCC1.CN(C(ON1N=NC2C=CC=CC1=2)=[N+](C)C)C.[B-](F)(F)(F)F.[NH2:68][CH2:69][C:70]([NH:72][C@@H:73]([C:81]([OH:83])=[O:82])[CH2:74][CH:75]1[CH2:80][CH2:79][CH2:78][CH2:77][CH2:76]1)=[O:71].[BH4-].[Na+]. The catalyst is CN(C=O)C. The product is [F:1][C:2]1[CH:7]=[CH:6][C:5]([N:8]2[C:11](=[O:12])[C@H:10]([S:13][CH2:14][CH:15]([OH:27])[C:16]3[CH:21]=[CH:20][C:19]([CH2:22][CH2:23][CH2:24][CH2:25][CH3:26])=[CH:18][CH:17]=3)[C@H:9]2[C:28]2[CH:29]=[CH:30][C:31]([O:32][CH2:33][C:34]([NH:68][CH2:69][C:70]([NH:72][C@@H:73]([C:81]([OH:83])=[O:82])[CH2:74][CH:75]3[CH2:80][CH2:79][CH2:78][CH2:77][CH2:76]3)=[O:71])=[O:35])=[CH:37][CH:38]=2)=[CH:4][CH:3]=1. The yield is 0.320. (3) The reactants are [N:1]1[CH:6]=[CH:5][C:4]([C:7]2[CH:12]=[CH:11][C:10]([NH:13][C:14]([NH2:16])=[S:15])=[CH:9][CH:8]=2)=[CH:3][CH:2]=1.Br[CH:18]1[CH2:23][CH2:22][CH2:21][CH:20]([C:24]2[CH:29]=[CH:28][CH:27]=[CH:26][CH:25]=2)[C:19]1=O. The catalyst is C(O)C. The product is [C:20]1([CH:24]2[C:25]3[N:16]=[C:14]([NH:13][C:10]4[CH:9]=[CH:8][C:7]([C:4]5[CH:3]=[CH:2][N:1]=[CH:6][CH:5]=5)=[CH:12][CH:11]=4)[S:15][C:26]=3[CH2:27][CH2:28][CH2:29]2)[CH:21]=[CH:22][CH:23]=[CH:18][CH:19]=1. The yield is 0.200. (4) The reactants are Cl[C:2]([O:4][CH2:5][C:6]1[CH:11]=[CH:10][CH:9]=[CH:8][CH:7]=1)=[O:3].[NH:12]1[CH2:17][CH2:16][CH:15]([C:18]([OH:20])=O)[CH2:14][CH2:13]1.C(=O)([O-])[O-].[Na+].[Na+].[OH-].[Na+].Cl.[CH3:30][NH:31][O:32][CH3:33].Cl.CN(C)CCCN=C=NCC.ON1C2C=CC=CC=2N=N1.C(N(CC)CC)C.[Cl-].[NH4+]. The catalyst is O.C(Cl)(Cl)Cl. The product is [CH3:33][O:32][N:31]([CH3:30])[C:18]([CH:15]1[CH2:16][CH2:17][N:12]([C:2]([O:4][CH2:5][C:6]2[CH:11]=[CH:10][CH:9]=[CH:8][CH:7]=2)=[O:3])[CH2:13][CH2:14]1)=[O:20]. The yield is 0.660. (5) The reactants are [Li][CH2:2]CCC.CCCCCC.[CH:12]([C:14]1[S:15][CH:16]=[C:17]([CH:20]2[CH2:25][CH2:24][CH2:23][CH2:22][CH2:21]2)[C:18]=1[CH3:19])=O. The catalyst is [Br-].C[P+](C1C=CC=CC=1)(C1C=CC=CC=1)C1C=CC=CC=1.CCOCC. The product is [CH:12]([C:14]1[S:15][CH:16]=[C:17]([CH:20]2[CH2:25][CH2:24][CH2:23][CH2:22][CH2:21]2)[C:18]=1[CH3:19])=[CH2:2]. The yield is 0.500. (6) The reactants are FC(F)(F)C(O)=O.[F:8][C:9]1[C:21]([CH:22]=[CH2:23])=[C:20]([F:24])[CH:19]=[CH:18][C:10]=1[C:11]([O:13]C(C)(C)C)=[O:12]. The catalyst is ClCCl. The product is [F:8][C:9]1[C:21]([CH:22]=[CH2:23])=[C:20]([F:24])[CH:19]=[CH:18][C:10]=1[C:11]([OH:13])=[O:12]. The yield is 0.950. (7) The reactants are [Br:1][C:2]1[N:3]=[C:4]([NH:9][CH2:10][C:11]2[CH:12]=[C:13]3[C:18](=[CH:19][C:20]=2[F:21])[N:17]=[CH:16][CH:15]=[CH:14]3)[C:5]([NH2:8])=[N:6][CH:7]=1.[N:22]([O-])=O.[Na+]. The yield is 0.610. The catalyst is C(O)(=O)C.O. The product is [Br:1][C:2]1[N:3]=[C:4]2[N:9]([CH2:10][C:11]3[CH:12]=[C:13]4[C:18](=[CH:19][C:20]=3[F:21])[N:17]=[CH:16][CH:15]=[CH:14]4)[N:22]=[N:8][C:5]2=[N:6][CH:7]=1. (8) The reactants are [Cl:1][C:2]1[CH:10]=[C:9]2[C:5]([C:6]([C:11]([N:13]3[CH2:18][CH2:17][C:16]4([C:22]5[CH:23]=[CH:24][CH:25]=[CH:26][C:21]=5[CH2:20][O:19]4)[CH2:15][CH2:14]3)=[O:12])=[CH:7][NH:8]2)=[CH:4][CH:3]=1.Cl[CH2:28][CH2:29][CH2:30][N:31]1[CH2:36][CH2:35][O:34][CH2:33][CH2:32]1. No catalyst specified. The product is [Cl:1][C:2]1[CH:10]=[C:9]2[C:5]([C:6]([C:11]([N:13]3[CH2:18][CH2:17][C:16]4([C:22]5[CH:23]=[CH:24][CH:25]=[CH:26][C:21]=5[CH2:20][O:19]4)[CH2:15][CH2:14]3)=[O:12])=[CH:7][N:8]2[CH2:28][CH2:29][CH2:30][N:31]2[CH2:36][CH2:35][O:34][CH2:33][CH2:32]2)=[CH:4][CH:3]=1. The yield is 0.520.